From a dataset of Merck oncology drug combination screen with 23,052 pairs across 39 cell lines. Regression. Given two drug SMILES strings and cell line genomic features, predict the synergy score measuring deviation from expected non-interaction effect. (1) Drug 1: COC12C(COC(N)=O)C3=C(C(=O)C(C)=C(N)C3=O)N1CC1NC12. Drug 2: C#Cc1cccc(Nc2ncnc3cc(OCCOC)c(OCCOC)cc23)c1. Cell line: KPL1. Synergy scores: synergy=-12.3. (2) Drug 1: Cn1nnc2c(C(N)=O)ncn2c1=O. Drug 2: NC(=O)c1cccc2cn(-c3ccc(C4CCCNC4)cc3)nc12. Cell line: A375. Synergy scores: synergy=88.1. (3) Drug 1: O=S1(=O)NC2(CN1CC(F)(F)F)C1CCC2Cc2cc(C=CCN3CCC(C(F)(F)F)CC3)ccc2C1. Drug 2: NC1CCCCC1N.O=C(O)C(=O)O.[Pt+2]. Cell line: OV90. Synergy scores: synergy=-22.8. (4) Drug 1: CCC1=CC2CN(C1)Cc1c([nH]c3ccccc13)C(C(=O)OC)(c1cc3c(cc1OC)N(C)C1C(O)(C(=O)OC)C(OC(C)=O)C4(CC)C=CCN5CCC31C54)C2. Drug 2: CCN(CC)CCNC(=O)c1c(C)[nH]c(C=C2C(=O)Nc3ccc(F)cc32)c1C. Cell line: CAOV3. Synergy scores: synergy=-15.6. (5) Drug 1: O=C(CCCCCCC(=O)Nc1ccccc1)NO. Drug 2: C#Cc1cccc(Nc2ncnc3cc(OCCOC)c(OCCOC)cc23)c1. Cell line: UACC62. Synergy scores: synergy=23.8. (6) Drug 1: NC(=O)c1cccc2cn(-c3ccc(C4CCCNC4)cc3)nc12. Drug 2: O=C(NOCC(O)CO)c1ccc(F)c(F)c1Nc1ccc(I)cc1F. Cell line: CAOV3. Synergy scores: synergy=11.6. (7) Drug 1: O=C(NOCC(O)CO)c1ccc(F)c(F)c1Nc1ccc(I)cc1F. Drug 2: CC(C)CC(NC(=O)C(Cc1ccccc1)NC(=O)c1cnccn1)B(O)O. Cell line: UWB1289. Synergy scores: synergy=-13.9. (8) Drug 1: NC1CCCCC1N.O=C(O)C(=O)O.[Pt+2]. Drug 2: CNC(=O)c1cc(Oc2ccc(NC(=O)Nc3ccc(Cl)c(C(F)(F)F)c3)cc2)ccn1. Cell line: UWB1289. Synergy scores: synergy=1.95. (9) Drug 1: CCc1c2c(nc3ccc(O)cc13)-c1cc3c(c(=O)n1C2)COC(=O)C3(O)CC. Drug 2: Cn1cc(-c2cnn3c(N)c(Br)c(C4CCCNC4)nc23)cn1. Cell line: NCIH23. Synergy scores: synergy=2.77.